This data is from Blood-brain barrier permeability classification from the B3DB database. The task is: Regression/Classification. Given a drug SMILES string, predict its absorption, distribution, metabolism, or excretion properties. Task type varies by dataset: regression for continuous measurements (e.g., permeability, clearance, half-life) or binary classification for categorical outcomes (e.g., BBB penetration, CYP inhibition). Dataset: b3db_classification. The compound is CC[C@H]1CN2CCc3cc(OC)c(OC)cc3[C@H]2C[C@H]1C[C@H]1NCCc2cc(OC)c(OC)cc21. The result is 0 (does not penetrate BBB).